From a dataset of Drug-target binding data from BindingDB using IC50 measurements. Regression. Given a target protein amino acid sequence and a drug SMILES string, predict the binding affinity score between them. We predict pIC50 (pIC50 = -log10(IC50 in M); higher means more potent). Dataset: bindingdb_ic50. (1) The compound is CCOC(=O)c1cc(O)c(O)c(O)c1-c1c(C(=O)OCC)cc(O)c(O)c1O. The target protein (P52020) has sequence MWTFLGIATFTYFYKKCGDVTLANKELLLCVLVFLSLGLVLSYRCRHRNGGLLGRHQSGSQFAAFSDILSALPLIGFFWAKSPPESEKKEQLESKRRRKEVNLSETTLTGAATSVSTSSVTDPEVIIIGSGVLGSALATVLSRDGRTVTVIERDLKEPDRILGECLQPGGYRVLRELGLGDTVESLNAHHIHGYVIHDCESRSEVQIPYPVSENNQVQSGVAFHHGKFIMSLRKAAMAEPNVKFIEGVVLRLLEEDDAVIGVQYKDKETGDTKELHAPLTVVADGLFSKFRKNLISNKVSVSSHFVGFIMKDAPQFKANFAELVLVDPSPVLIYQISPSETRVLVDIRGELPRNLREYMTEQIYPQIPDHLKESFLEACQNARLRTMPASFLPPSSVNKRGVLLLGDAYNLRHPLTGGGMTVALKDIKIWRQLLKDIPDLYDDAAIFQAKKSFFWSRKRSHSFVVNVLAQALYELFSATDDSLRQLRKACFLYFKLGGEC.... The pIC50 is 4.9. (2) The drug is COC(=O)C[C@@H]1NC(=O)[C@H](Cc2c[nH]c3ccccc23)NC(=O)[C@@H](CC(C)C)NC(=O)[C@H](C(C)C)NC(=O)[C@H]2CCCN2C1=O. The target protein (Q29010) has sequence METFCFRVSFWVALLGCVISDNPESHSTNLSTHVDDFTTFRGTEFSLVVTTHRPTNLALPSNGSMHNYCPQQTKITSAFKYINTVISCTIFIVGMVGNATLLRIIYQNKCMRNGPNALIASLALGDLIYVVIDLPINVFKLLAGRWPFENHDFGVFLCKLFPFLQKSSVGITVLNLCALSVDRYRAVASWSRVQGIGIPLVTAIEIVSIWILSFILAIPEAIGFVMVPFEYKGEEHKTCMLNATSKFMEFYQDVKDWWLFGFYFCMPLVCTAIFYTLMTCEMLNRRNGSLRIALSEHLKQRREVAKTVFCLVVIFALCWFPLHLSRILKKTVYDEMDKNRCELLSFLLLMDYIGINLATMNSCINPIALYFVSKKFKNCFQSCLCCCCYQSKSLMTSVPMNGTSIQWKNHEQNNHNTERSSHKDSIN. The pIC50 is 6.4. (3) The compound is O=C(O)c1ccccc1C(=O)Nc1nccs1. The target protein (Q04637) has sequence MNKAPQSTGPPPAPSPGLPQPAFPPGQTAPVVFSTPQATQMNTPSQPRQHFYPSRAQPPSSAASRVQSAAPARPGPAAHVYPAGSQVMMIPSQISYPASQGAYYIPGQGRSTYVVPTQQYPVQPGAPGFYPGASPTEFGTYAGAYYPAQGVQQFPTGVAPTPVLMNQPPQIAPKRERKTIRIRDPNQGGKDITEEIMSGARTASTPTPPQTGGGLEPQANGETPQVAVIVRPDDRSQGAIIADRPGLPGPEHSPSESQPSSPSPTPSPSPVLEPGSEPNLAVLSIPGDTMTTIQMSVEESTPISRETGEPYRLSPEPTPLAEPILEVEVTLSKPVPESEFSSSPLQAPTPLASHTVEIHEPNGMVPSEDLEPEVESSPELAPPPACPSESPVPIAPTAQPEELLNGAPSPPAVDLSPVSEPEEQAKEVTASMAPPTIPSATPATAPSATSPAQEEEMEEEEEEEEGEAGEAGEAESEKGGEELLPPESTPIPANLSQNLE.... The pIC50 is 4.2. (4) The compound is Cc1cc(=O)n(-c2ccc(S(=O)(=O)O)cc2)[nH]1. The target protein (P21589) has sequence MCPRAARAPATLLLALGAVLWPAAGAWELTILHTNDVHSRLEQTSEDSSKCVNASRCMGGVARLFTKVQQIRRAEPNVLLLDAGDQYQGTIWFTVYKGAEVAHFMNALRYDAMALGNHEFDNGVEGLIEPLLKEAKFPILSANIKAKGPLASQISGLYLPYKVLPVGDEVVGIVGYTSKETPFLSNPGTNLVFEDEITALQPEVDKLKTLNVNKIIALGHSGFEMDKLIAQKVRGVDVVVGGHSNTFLYTGNPPSKEVPAGKYPFIVTSDDGRKVPVVQAYAFGKYLGYLKIEFDERGNVISSHGNPILLNSSIPEDPSIKADINKWRIKLDNYSTQELGKTIVYLDGSSQSCRFRECNMGNLICDAMINNNLRHTDEMFWNHVSMCILNGGGIRSPIDERNNGTITWENLAAVLPFGGTFDLVQLKGSTLKKAFEHSVHRYGQSTGEFLQVGGIHVVYDLSRKPGDRVVKLDVLCTKCRVPSYDPLKMDEVYKVILPNF.... The pIC50 is 5.2. (5) The drug is O=C(COc1ccc(C(F)(F)F)nc1Cl)N1CCc2nc3sccn3c2C1c1ncc(C2CC2)cc1F. The target protein (P17752) has sequence MIEDNKENKDHSLERGRASLIFSLKNEVGGLIKALKIFQEKHVNLLHIESRKSKRRNSEFEIFVDCDINREQLNDIFHLLKSHTNVLSVNLPDNFTLKEDGMETVPWFPKKISDLDHCANRVLMYGSELDADHPGFKDNVYRKRRKYFADLAMNYKHGDPIPKVEFTEEEIKTWGTVFQELNKLYPTHACREYLKNLPLLSKYCGYREDNIPQLEDVSNFLKERTGFSIRPVAGYLSPRDFLSGLAFRVFHCTQYVRHSSDPFYTPEPDTCHELLGHVPLLAEPSFAQFSQEIGLASLGASEEAVQKLATCYFFTVEFGLCKQDGQLRVFGAGLLSSISELKHALSGHAKVKPFDPKITCKQECLITTFQDVYFVSESFEDAKEKMREFTKTIKRPFGVKYNPYTRSIQILKDTKSITSAMNELQHDLDVVSDALAKVSRKPSI. The pIC50 is 8.0.